Predict the product of the given reaction. From a dataset of Forward reaction prediction with 1.9M reactions from USPTO patents (1976-2016). (1) Given the reactants [F:1][C:2]1[CH:28]=[CH:27][CH:26]=[CH:25][C:3]=1[CH2:4][N:5]1[C:9]2=[N:10][CH:11]=[CH:12][CH:13]=[C:8]2[C:7]([C:14]2[N:19]=[C:18]([CH3:20])[C:17]([C:21]([O:23]C)=[O:22])=[CH:16][N:15]=2)=[N:6]1.[OH-].[Li+], predict the reaction product. The product is: [F:1][C:2]1[CH:28]=[CH:27][CH:26]=[CH:25][C:3]=1[CH2:4][N:5]1[C:9]2=[N:10][CH:11]=[CH:12][CH:13]=[C:8]2[C:7]([C:14]2[N:19]=[C:18]([CH3:20])[C:17]([C:21]([OH:23])=[O:22])=[CH:16][N:15]=2)=[N:6]1. (2) Given the reactants [Al+3].[Cl-].[Cl-].[Cl-].[C:5](OC(=O)C)(=[O:7])[CH3:6].[Br:12][C:13]1[CH:14]=[C:15]2[C:19](=[CH:20][CH:21]=1)[NH:18][C:17]([C:22]([NH:24][CH2:25][CH2:26][O:27][CH3:28])=[O:23])=[CH:16]2, predict the reaction product. The product is: [C:5]([C:16]1[C:15]2[C:19](=[CH:20][CH:21]=[C:13]([Br:12])[CH:14]=2)[NH:18][C:17]=1[C:22]([NH:24][CH2:25][CH2:26][O:27][CH3:28])=[O:23])(=[O:7])[CH3:6].